Predict the reactants needed to synthesize the given product. From a dataset of Full USPTO retrosynthesis dataset with 1.9M reactions from patents (1976-2016). (1) Given the product [NH2:24][C:17]1[C:16]2[N:15]=[C:14]([CH2:25][CH2:26][CH2:27][CH3:28])[N:13]([CH2:12][CH2:11][CH2:10][CH2:9][NH:8][C:29](=[O:36])[C:30]3[CH:35]=[CH:34][CH:33]=[CH:32][CH:31]=3)[C:21]=2[C:20]([CH3:22])=[C:19]([CH3:23])[N:18]=1, predict the reactants needed to synthesize it. The reactants are: C(N(CC)CC)C.[NH2:8][CH2:9][CH2:10][CH2:11][CH2:12][N:13]1[C:21]2[C:20]([CH3:22])=[C:19]([CH3:23])[N:18]=[C:17]([NH2:24])[C:16]=2[N:15]=[C:14]1[CH2:25][CH2:26][CH2:27][CH3:28].[C:29](Cl)(=[O:36])[C:30]1[CH:35]=[CH:34][CH:33]=[CH:32][CH:31]=1.C(S(O)(=O)=O)C. (2) Given the product [O:18]=[C:17]([C:22]1[CH:27]=[CH:26][CH:25]=[C:24]([C:28]([F:30])([F:31])[F:29])[CH:23]=1)[CH2:16][C@@H:13]1[CH2:14][CH2:15][N:11]([C@H:8]2[CH2:9][CH2:10][C@@H:5]([N:4]([CH:1]([CH3:2])[CH3:3])[CH3:43])[CH2:6][C@H:7]2[CH2:33][S:34]([C:37]2[CH:38]=[CH:39][CH:40]=[CH:41][CH:42]=2)(=[O:36])=[O:35])[C:12]1=[O:32], predict the reactants needed to synthesize it. The reactants are: [CH:1]([N:4]([CH3:43])[C@@H:5]1[CH2:10][CH2:9][C@H:8]([N:11]2[CH2:15][CH2:14][C@@H:13]([CH2:16][C:17]3([C:22]4[CH:27]=[CH:26][CH:25]=[C:24]([C:28]([F:31])([F:30])[F:29])[CH:23]=4)OCC[O:18]3)[C:12]2=[O:32])[C@H:7]([CH2:33][S:34]([C:37]2[CH:42]=[CH:41][CH:40]=[CH:39][CH:38]=2)(=[O:36])=[O:35])[CH2:6]1)([CH3:3])[CH3:2]. (3) Given the product [OH:11][C:10]1[C:35]2[C:25](=[CH:26][CH:27]=[C:28]([C:29]([O:31][CH2:32][CH3:33])=[O:30])[CH:34]=2)[N:24]=[C:14]([C:16]2[CH:17]=[CH:18][C:19]([O:22][CH3:23])=[CH:20][CH:21]=2)[C:9]=1[C:6]1[CH:7]=[CH:8][C:3]([O:2][CH3:1])=[CH:4][CH:5]=1, predict the reactants needed to synthesize it. The reactants are: [CH3:1][O:2][C:3]1[CH:8]=[CH:7][C:6]([CH:9]([C:14]([C:16]2[CH:21]=[CH:20][C:19]([O:22][CH3:23])=[CH:18][CH:17]=2)=O)[C:10](OC)=[O:11])=[CH:5][CH:4]=1.[NH2:24][C:25]1[CH:35]=[CH:34][C:28]([C:29]([O:31][CH2:32][CH3:33])=[O:30])=[CH:27][CH:26]=1.CS(O)(=O)=O. (4) Given the product [Br:1][C:15]1[CH:14]=[C:13]([C:16]([O:18][CH3:19])=[O:17])[C:12]([OH:20])=[CH:11][C:10]=1[C:7]1[CH:6]=[CH:5][C:4]([F:3])=[CH:9][CH:8]=1, predict the reactants needed to synthesize it. The reactants are: [Br:1]Br.[F:3][C:4]1[CH:9]=[CH:8][C:7]([C:10]2[CH:15]=[CH:14][C:13]([C:16]([O:18][CH3:19])=[O:17])=[C:12]([OH:20])[CH:11]=2)=[CH:6][CH:5]=1.O. (5) Given the product [F:1][C:2]1[CH:7]=[CH:6][CH:5]=[C:4]([N:8]2[N:12]=[CH:11][CH:10]=[N:9]2)[C:3]=1[C:13]([N:15]1[CH2:16][CH:17]2[CH2:18][N:19]([C:23]3[N:24]=[C:25]([CH3:32])[C:26]([OH:30])=[C:27]([CH3:29])[N:28]=3)[CH2:20][CH:21]2[CH2:22]1)=[O:14], predict the reactants needed to synthesize it. The reactants are: [F:1][C:2]1[CH:7]=[CH:6][CH:5]=[C:4]([N:8]2[N:12]=[CH:11][CH:10]=[N:9]2)[C:3]=1[C:13]([N:15]1[CH2:22][CH:21]2[CH:17]([CH2:18][N:19]([C:23]3[N:28]=[C:27]([CH3:29])[C:26]([O:30]C)=[C:25]([CH3:32])[N:24]=3)[CH2:20]2)[CH2:16]1)=[O:14].B(Br)(Br)Br. (6) The reactants are: [CH3:1][O:2][C:3]1[CH:8]=[CH:7][C:6]([C:9]2[CH2:10][C@@H:11]3[N:17]([CH:18]=2)[C:16](=[O:19])[C:15]2[CH:20]=[C:21]([O:62][CH3:63])[C:22]([O:24][CH2:25][CH2:26][CH2:27][O:28][C:29]4[C:59]([O:60][CH3:61])=[CH:58][C:32]5[C:33](=[O:57])[N:34]6[CH:49]=[C:48](S(C(F)(F)F)(=O)=O)[CH2:47][C@H:35]6[C:36](=[O:46])[N:37]([CH2:38][O:39][CH2:40][CH2:41][Si:42]([CH3:45])([CH3:44])[CH3:43])[C:31]=5[CH:30]=4)=[CH:23][C:14]=2[N:13]([CH2:64][O:65][CH2:66][CH2:67][Si:68]([CH3:71])([CH3:70])[CH3:69])[C:12]3=[O:72])=[CH:5][CH:4]=1.CC1(C)C(C)(C)OB([C:81]2[CH:86]=[CH:85][C:84]([N:87]3[CH2:92][CH2:91][N:90]([C:93]([O:95][CH2:96][C:97]4[CH:102]=[CH:101][CH:100]=[CH:99][CH:98]=4)=[O:94])[CH2:89][CH2:88]3)=[CH:83][CH:82]=2)O1.C(=O)([O-])[O-].[Na+].[Na+].C1(C)C=CC=CC=1. Given the product [CH3:61][O:60][C:59]1[C:29]([O:28][CH2:27][CH2:26][CH2:25][O:24][C:22]2[C:21]([O:62][CH3:63])=[CH:20][C:15]3[C:16](=[O:19])[N:17]4[CH:18]=[C:9]([C:6]5[CH:7]=[CH:8][C:3]([O:2][CH3:1])=[CH:4][CH:5]=5)[CH2:10][C@H:11]4[C:12](=[O:72])[N:13]([CH2:64][O:65][CH2:66][CH2:67][Si:68]([CH3:71])([CH3:70])[CH3:69])[C:14]=3[CH:23]=2)=[CH:30][C:31]2[N:37]([CH2:38][O:39][CH2:40][CH2:41][Si:42]([CH3:43])([CH3:44])[CH3:45])[C:36](=[O:46])[C@@H:35]3[CH2:47][C:48]([C:81]4[CH:82]=[CH:83][C:84]([N:87]5[CH2:88][CH2:89][N:90]([C:93]([O:95][CH2:96][C:97]6[CH:102]=[CH:101][CH:100]=[CH:99][CH:98]=6)=[O:94])[CH2:91][CH2:92]5)=[CH:85][CH:86]=4)=[CH:49][N:34]3[C:33](=[O:57])[C:32]=2[CH:58]=1, predict the reactants needed to synthesize it. (7) Given the product [CH3:1][N:2]1[C:7](=[O:8])[C:6]([C:9]2[CH:14]=[CH:13][N:12]=[CH:11][CH:10]=2)=[C:5]2[C:15](=[O:31])[N:16]([CH2:19][CH2:20][C:21]3[CH:30]=[CH:29][C:28]4[C:23](=[CH:24][CH:25]=[CH:26][CH:27]=4)[N:22]=3)[C:17](=[S:41])[C:4]2=[CH:3]1, predict the reactants needed to synthesize it. The reactants are: [CH3:1][N:2]1[C:7](=[O:8])[C:6]([C:9]2[CH:14]=[CH:13][N:12]=[CH:11][CH:10]=2)=[C:5]2[C:15](=[O:31])[N:16]([CH2:19][CH2:20][C:21]3[CH:30]=[CH:29][C:28]4[C:23](=[CH:24][CH:25]=[CH:26][CH:27]=4)[N:22]=3)[C:17](=O)[C:4]2=[CH:3]1.COC1C=CC(P2(SP(C3C=CC(OC)=CC=3)(=S)S2)=[S:41])=CC=1.